From a dataset of Full USPTO retrosynthesis dataset with 1.9M reactions from patents (1976-2016). Predict the reactants needed to synthesize the given product. (1) Given the product [Br:1][C:2]1[CH:3]=[C:4]([N+:10]([O-:12])=[O:11])[C:5]([CH3:9])=[C:6]([O:8][CH3:15])[CH:7]=1, predict the reactants needed to synthesize it. The reactants are: [Br:1][C:2]1[CH:3]=[C:4]([N+:10]([O-:12])=[O:11])[C:5]([CH3:9])=[C:6]([OH:8])[CH:7]=1.[H-].[Na+].[CH3:15]I. (2) Given the product [CH2:48]([N:12]1[C:11]2[CH:10]=[CH:9][C:8]([C:15]([OH:17])=[O:16])=[CH:7][C:6]=2[C:5]2[C:13]1=[CH:14][C:2]([Br:1])=[CH:3][C:4]=2[C:20](=[O:22])[NH2:21])[C:49]1[CH:54]=[CH:53][CH:52]=[CH:51][CH:50]=1, predict the reactants needed to synthesize it. The reactants are: [Br:1][C:2]1[CH:14]=[C:13]2[C:5]([C:6]3[CH:7]=[C:8]([C:15]([O:17]CC)=[O:16])[CH:9]=[CH:10][C:11]=3[NH:12]2)=[C:4]([C:20](=[O:22])[NH2:21])[CH:3]=1.C(=O)([O-])[O-].[K+].[K+].C1OCCOCCOCCOCCOCCOC1.Br[CH2:48][C:49]1[CH:54]=[CH:53][CH:52]=[CH:51][CH:50]=1. (3) The reactants are: [CH3:1][CH:2]([S:4](Cl)(=[O:6])=[O:5])[CH3:3].[N:8]1[CH:9]=[CH:10][N:11]2[CH:16]=[CH:15][C:14]([CH2:17][NH:18][C:19](=[O:31])[C:20]3[CH:25]=[CH:24][C:23]([CH:26]4[CH2:30][CH2:29][NH:28][CH2:27]4)=[CH:22][CH:21]=3)=[CH:13][C:12]=12.N1[CH2:35][CH:34](C2C=CC(C(NCC3C=CN4C=CN=C4C=3)=O)=CC=2)[CH2:33]1. Given the product [N:8]1[CH:9]=[CH:10][N:11]2[CH:16]=[CH:15][C:14]([CH2:17][NH:18][C:19](=[O:31])[C:20]3[CH:21]=[CH:22][C:23]([CH:26]4[CH2:30][CH2:29][N:28]([S:4]([C:2]5[CH:3]=[CH:35][CH:34]=[CH:33][CH:1]=5)(=[O:6])=[O:5])[CH2:27]4)=[CH:24][CH:25]=3)=[CH:13][C:12]=12, predict the reactants needed to synthesize it. (4) Given the product [Br:1][C:2]1[CH:7]=[CH:6][C:5]([CH2:8][NH:9][S:12]([CH3:11])(=[O:14])=[O:13])=[C:4]([F:10])[CH:3]=1, predict the reactants needed to synthesize it. The reactants are: [Br:1][C:2]1[CH:7]=[CH:6][C:5]([CH2:8][NH2:9])=[C:4]([F:10])[CH:3]=1.[CH3:11][S:12](Cl)(=[O:14])=[O:13].Cl. (5) Given the product [CH3:1][O:2][C:3](=[O:14])[CH2:4][O:5][C:6]1[CH:11]=[CH:10][C:9]([F:12])=[C:8]2[C:7]=1[C:18](=[O:17])[C:19]([CH2:24][C:25]1[CH:26]=[CH:27][C:28]([Br:31])=[CH:29][CH:30]=1)=[C:20]([CH2:21][CH3:22])[NH:13]2, predict the reactants needed to synthesize it. The reactants are: [CH3:1][O:2][C:3](=[O:14])[CH2:4][O:5][C:6]1[CH:11]=[CH:10][C:9]([F:12])=[C:8]([NH2:13])[CH:7]=1.C([O:17][C:18](=O)[CH:19]([CH2:24][C:25]1[CH:30]=[CH:29][C:28]([Br:31])=[CH:27][CH:26]=1)[C:20](=O)[CH2:21][CH3:22])C.